Predict the reactants needed to synthesize the given product. From a dataset of Full USPTO retrosynthesis dataset with 1.9M reactions from patents (1976-2016). (1) Given the product [NH2:1][C:2]1[N:3]=[C:4]([NH:19][CH2:20][CH2:21][N:22]2[CH2:27][CH2:26][O:25][CH2:24][CH2:23]2)[C:5]([C:13]#[N:14])=[C:6]([C:8]2[CH:31]=[CH:30][CH:10]=[CH:11][CH:12]=2)[N:7]=1, predict the reactants needed to synthesize it. The reactants are: [NH2:1][C:2]1[N:7]=[C:6]([C:8]2O[CH:10]=[CH:11][CH:12]=2)[C:5]([C:13]#[N:14])=[C:4](S(C)(=O)=O)[N:3]=1.[NH2:19][CH2:20][CH2:21][N:22]1[CH2:27][CH2:26][O:25][CH2:24][CH2:23]1.CO[CH2:30][CH2:31]OC. (2) Given the product [ClH:30].[ClH:30].[CH3:16][N:15]1[C:11]([CH2:10][CH2:9][NH2:8])=[N:12][C:13]([C:17]2[CH:18]=[N:19][CH:20]=[CH:21][CH:22]=2)=[N:14]1, predict the reactants needed to synthesize it. The reactants are: C(OC([N:8](C(OC(C)(C)C)=O)[CH2:9][CH2:10][C:11]1[N:15]([CH3:16])[N:14]=[C:13]([C:17]2[CH:18]=[N:19][CH:20]=[CH:21][CH:22]=2)[N:12]=1)=O)(C)(C)C.[ClH:30]. (3) The reactants are: C([O:8][C:9]1[C:17]2[N:16]=[C:15]([CH3:18])[N:14]([CH3:19])[C:13]=2[CH:12]=[CH:11][CH:10]=1)C1C=CC=CC=1. Given the product [CH3:19][N:14]1[C:13]2[CH2:12][CH2:11][CH2:10][C:9](=[O:8])[C:17]=2[N:16]=[C:15]1[CH3:18], predict the reactants needed to synthesize it. (4) The reactants are: [NH2:1][C:2]1[CH:3]=[C:4](/[CH:24]=[C:25]2/[C:26]([NH:31][CH3:32])=[N:27][C:28](=[O:30])[S:29]/2)[CH:5]=[CH:6][C:7]=1[O:8][CH2:9][C:10]1[CH:15]=[CH:14][C:13]([C:16]([F:19])([F:18])[F:17])=[CH:12][C:11]=1[C:20]([F:23])([F:22])[F:21].[CH:33](=O)[CH2:34][CH3:35].C([BH3-])#N.[Na+]. Given the product [F:23][C:20]([F:21])([F:22])[C:11]1[CH:12]=[C:13]([C:16]([F:17])([F:18])[F:19])[CH:14]=[CH:15][C:10]=1[CH2:9][O:8][C:7]1[CH:6]=[CH:5][C:4](/[CH:24]=[C:25]2/[C:26]([NH:31][CH3:32])=[N:27][C:28](=[O:30])[S:29]/2)=[CH:3][C:2]=1[NH:1][CH2:33][CH2:34][CH3:35], predict the reactants needed to synthesize it. (5) Given the product [C:1]1([N:7]([C:20]2[CH:21]=[CH:22][CH:23]=[CH:24][CH:25]=2)[CH2:8][CH2:9][N:10]2[CH2:15][CH2:14][CH:13]([CH2:16][C:17]([N:34]([O:33][CH3:29])[CH3:35])=[O:18])[CH2:12][CH2:11]2)[CH:2]=[CH:3][CH:4]=[CH:5][CH:6]=1, predict the reactants needed to synthesize it. The reactants are: [C:1]1([N:7]([C:20]2[CH:25]=[CH:24][CH:23]=[CH:22][CH:21]=2)[CH2:8][CH2:9][N:10]2[CH2:15][CH2:14][CH:13]([CH2:16][C:17](O)=[O:18])[CH2:12][CH2:11]2)[CH:6]=[CH:5][CH:4]=[CH:3][CH:2]=1.CN([C:29]([O:33][N:34]1N=NC2C=CC=C[C:35]1=2)=[N+](C)C)C.[B-](F)(F)(F)F.CCN(C(C)C)C(C)C.Cl.CNOC. (6) Given the product [Cl:1][C:2]1[CH:7]=[CH:6][C:5]([O:8][C:9]2[CH:14]=[CH:13][C:12]([CH2:15][CH2:16][O:17][C:18]3[N:19]([CH3:37])[CH:20]=[C:21]([CH2:25][C:26]4[CH:31]=[N:30][CH:29]=[N:28][CH:27]=4)[C:22](=[O:24])[N:23]=3)=[CH:11][C:10]=2[F:32])=[CH:4][C:3]=1[C:33]([F:35])([F:36])[F:34], predict the reactants needed to synthesize it. The reactants are: [Cl:1][C:2]1[CH:7]=[CH:6][C:5]([O:8][C:9]2[CH:14]=[CH:13][C:12]([CH2:15][CH2:16][O:17][C:18]3[NH:19][CH:20]=[C:21]([CH2:25][C:26]4[CH:27]=[N:28][CH:29]=[N:30][CH:31]=4)[C:22](=[O:24])[N:23]=3)=[CH:11][C:10]=2[F:32])=[CH:4][C:3]=1[C:33]([F:36])([F:35])[F:34].[CH3:37]CN(C(C)C)C(C)C.CI. (7) The reactants are: CC1C=C(N2CCN(CC3C=CC(C(F)(F)F)=CC=3)C2=O)SC=1C(OCC)=O.[F:29][C:30]1[CH:53]=[CH:52][C:33]([CH2:34][N:35]2[CH2:39][CH2:38][N:37]([C:40]3[S:44][C:43]([C:45]([O:47]CC)=[O:46])=[C:42]([CH3:50])[CH:41]=3)[C:36]2=[O:51])=[CH:32][CH:31]=1. Given the product [F:29][C:30]1[CH:31]=[CH:32][C:33]([CH2:34][N:35]2[CH2:39][CH2:38][N:37]([C:40]3[S:44][C:43]([C:45]([OH:47])=[O:46])=[C:42]([CH3:50])[CH:41]=3)[C:36]2=[O:51])=[CH:52][CH:53]=1, predict the reactants needed to synthesize it. (8) Given the product [C:21]([O:24][CH2:25][CH2:26][CH2:27][CH2:28][CH2:29][CH2:30][O:31][CH2:16][CH2:15][C:14]#[C:13][C:10]1[CH:9]=[CH:8][C:7]([N:5]([CH3:6])[C:3](=[O:4])[C:2]([F:1])([F:19])[F:20])=[CH:12][CH:11]=1)(=[O:23])[CH3:22], predict the reactants needed to synthesize it. The reactants are: [F:1][C:2]([F:20])([F:19])[C:3]([N:5]([C:7]1[CH:12]=[CH:11][C:10]([C:13]#[C:14][CH2:15][CH2:16]CO)=[CH:9][CH:8]=1)[CH3:6])=[O:4].[C:21]([O:24][CH2:25][CH2:26][CH2:27][CH2:28][CH2:29][CH2:30][O:31]CCC#C)(=[O:23])[CH3:22]. (9) Given the product [C:13]([C:12]1[CH:11]=[C:10]([Cl:16])[C:9]([CH3:17])=[C:8]([C:18]#[N:19])[C:7]=1[C:27]1[CH:26]=[CH:25][CH:24]=[C:23]([F:22])[CH:28]=1)(=[O:15])[CH3:14], predict the reactants needed to synthesize it. The reactants are: FC(F)(F)S(O[C:7]1[C:12]([C:13](=[O:15])[CH3:14])=[CH:11][C:10]([Cl:16])=[C:9]([CH3:17])[C:8]=1[C:18]#[N:19])(=O)=O.[F:22][C:23]1[CH:24]=[C:25](B(O)O)[CH:26]=[CH:27][CH:28]=1.O.N#N.